Predict which catalyst facilitates the given reaction. From a dataset of Catalyst prediction with 721,799 reactions and 888 catalyst types from USPTO. (1) Reactant: C([N:4]([S:34]([CH2:37][C:38]1[CH:43]=[CH:42][CH:41]=[CH:40][CH:39]=1)(=[O:36])=[O:35])[C:5]([CH:7]1[CH2:12][CH2:11][N:10]([C:13]2[C:23]([C:24]#[N:25])=[CH:22][C:16]([C:17]([O:19][CH2:20][CH3:21])=[O:18])=[C:15](OS(C(F)(F)F)(=O)=O)[N:14]=2)[CH2:9][CH2:8]1)=[O:6])C=C.CC1(C)C2C(=C(P(C3C=CC=CC=3)C3C=CC=CC=3)C=CC=2)OC2C(P(C3C=CC=CC=3)C3C=CC=CC=3)=CC=CC1=2.[SH:86][CH2:87][CH2:88][OH:89].CCN(C(C)C)C(C)C.C([O-])(O)=O.[Na+]. Product: [CH2:37]([S:34]([NH:4][C:5]([CH:7]1[CH2:12][CH2:11][N:10]([C:13]2[C:23]([C:24]#[N:25])=[CH:22][C:16]([C:17]([O:19][CH2:20][CH3:21])=[O:18])=[C:15]([S:86][CH2:87][CH2:88][OH:89])[N:14]=2)[CH2:9][CH2:8]1)=[O:6])(=[O:35])=[O:36])[C:38]1[CH:39]=[CH:40][CH:41]=[CH:42][CH:43]=1. The catalyst class is: 102. (2) Reactant: [CH3:1][C:2]1[N:3]([CH2:7][CH2:8][O:9][C:10]2[CH:15]=[CH:14][C:13]([N:16]3[C:21](=[O:22])[CH:20]=[CH:19][C:18]4[C:23]([C:31]5[CH:36]=[CH:35][CH:34]=[CH:33][CH:32]=5)=[C:24](C(OCC)=O)[S:25][C:17]3=4)=[CH:12][CH:11]=2)[CH:4]=[CH:5][N:6]=1.Cl. Product: [CH3:1][C:2]1[N:3]([CH2:7][CH2:8][O:9][C:10]2[CH:11]=[CH:12][C:13]([N:16]3[C:21](=[O:22])[CH:20]=[CH:19][C:18]4[C:23]([C:31]5[CH:32]=[CH:33][CH:34]=[CH:35][CH:36]=5)=[CH:24][S:25][C:17]3=4)=[CH:14][CH:15]=2)[CH:4]=[CH:5][N:6]=1. The catalyst class is: 758. (3) Reactant: C(O)(=O)C.[CH3:5][O:6][C:7]1[CH:8]=[C:9]([CH:12]=[CH:13][C:14]=1[O:15][CH2:16][CH2:17][C:18]1[S:22][CH:21]=[N:20][C:19]=1[CH3:23])[CH:10]=O.[CH2:24]1[CH2:31][CH:30]([NH2:32])[C:28](=[O:29])[NH:27][CH2:26][CH2:25]1. Product: [CH3:5][O:6][C:7]1[CH:8]=[C:9]([CH:12]=[CH:13][C:14]=1[O:15][CH2:16][CH2:17][C:18]1[S:22][CH:21]=[N:20][C:19]=1[CH3:23])[CH2:10][NH:32][CH:30]1[CH2:31][CH2:24][CH2:25][CH2:26][NH:27][C:28]1=[O:29]. The catalyst class is: 5.